Task: Predict the product of the given reaction.. Dataset: Forward reaction prediction with 1.9M reactions from USPTO patents (1976-2016) (1) Given the reactants [SH:1][C:2]1[S:3][C:4]2[CH:10]=[C:9]([N:11]([CH2:15][CH2:16][CH3:17])[C:12](Cl)=[O:13])[CH:8]=[CH:7][C:5]=2[N:6]=1.[CH3:18][NH:19][CH2:20][CH2:21][C:22]1[CH:27]=[CH:26][CH:25]=[CH:24][CH:23]=1, predict the reaction product. The product is: [SH:1][C:2]1[S:3][C:4]2[CH:10]=[C:9]([N:11]([CH2:15][CH2:16][CH3:17])[C:12]([N:19]([CH3:18])[CH2:20][CH2:21][C:22]3[CH:27]=[CH:26][CH:25]=[CH:24][CH:23]=3)=[O:13])[CH:8]=[CH:7][C:5]=2[N:6]=1. (2) Given the reactants Br[C:2]1[CH:3]=[C:4]2[C:9](=[CH:10][CH:11]=1)[C:8]([F:12])=[C:7]([OH:13])[CH:6]=[CH:5]2.[CH3:14][C:15]1[CH:16]=[C:17]([CH:22]=[CH:23][C:24]=1B1OC(C)(C)C(C)(C)O1)[C:18]([O:20]C)=[O:19], predict the reaction product. The product is: [F:12][C:8]1[C:7]([OH:13])=[CH:6][CH:5]=[C:4]2[C:9]=1[CH:10]=[CH:11][C:2]([C:24]1[CH:23]=[CH:22][C:17]([C:18]([OH:20])=[O:19])=[CH:16][C:15]=1[CH3:14])=[CH:3]2. (3) Given the reactants [C:1]1([C:32]2[CH:37]=[CH:36][CH:35]=[CH:34][CH:33]=2)[CH:6]=[CH:5][C:4]([CH2:7][N:8]2[C:16]3[C:11](=[CH:12][CH:13]=[CH:14][C:15]=3[C:17]([NH:19][C@H:20]([C:22]3[CH:31]=[CH:30][C:25]([C:26]([O:28]C)=[O:27])=[CH:24][CH:23]=3)[CH3:21])=[O:18])[CH:10]=[CH:9]2)=[CH:3][CH:2]=1.CO.[OH-].[Na+].C(O)(=O)CC(CC(O)=O)(C(O)=O)O, predict the reaction product. The product is: [C:1]1([C:32]2[CH:33]=[CH:34][CH:35]=[CH:36][CH:37]=2)[CH:2]=[CH:3][C:4]([CH2:7][N:8]2[C:16]3[C:11](=[CH:12][CH:13]=[CH:14][C:15]=3[C:17]([NH:19][C@H:20]([C:22]3[CH:23]=[CH:24][C:25]([C:26]([OH:28])=[O:27])=[CH:30][CH:31]=3)[CH3:21])=[O:18])[CH:10]=[CH:9]2)=[CH:5][CH:6]=1. (4) Given the reactants [CH3:1][O:2][C:3]1[CH:8]=[CH:7][CH:6]=[CH:5][C:4]=1[NH:9][NH2:10].[CH2:11]([O:13][C:14](=[O:23])[C:15](=O)[CH2:16][C:17](=O)[CH:18]([CH3:20])[CH3:19])[CH3:12], predict the reaction product. The product is: [CH2:11]([O:13][C:14]([C:15]1[CH:16]=[C:17]([CH:18]([CH3:19])[CH3:20])[N:9]([C:4]2[CH:5]=[CH:6][CH:7]=[CH:8][C:3]=2[O:2][CH3:1])[N:10]=1)=[O:23])[CH3:12].